Predict which catalyst facilitates the given reaction. From a dataset of Catalyst prediction with 721,799 reactions and 888 catalyst types from USPTO. (1) Reactant: Br[C:2]1[CH:7]=[CH:6][C:5]([CH2:8][C:9]([O:11][CH2:12][CH3:13])=[O:10])=[CH:4][CH:3]=1.[OH:14][C:15]1[CH:20]=[CH:19][C:18](B(O)O)=[CH:17][CH:16]=1.C(=O)([O-])[O-].[K+].[K+]. Product: [CH2:12]([O:11][C:9](=[O:10])[CH2:8][C:5]1[CH:6]=[CH:7][C:2]([C:18]2[CH:19]=[CH:20][C:15]([OH:14])=[CH:16][CH:17]=2)=[CH:3][CH:4]=1)[CH3:13]. The catalyst class is: 128. (2) Reactant: [C:1]([O:5][C:6]([N:8]([CH3:24])[C@@H:9]1[CH2:13][CH2:12][N:11](C(OCC2C=CC=CC=2)=O)[CH2:10]1)=[O:7])([CH3:4])([CH3:3])[CH3:2]. Product: [CH3:24][N:8]([C@@H:9]1[CH2:13][CH2:12][NH:11][CH2:10]1)[C:6](=[O:7])[O:5][C:1]([CH3:4])([CH3:2])[CH3:3]. The catalyst class is: 19. (3) The catalyst class is: 56. Reactant: [Br:1][C:2]1[C:3](=[O:29])[N:4]([CH2:19][C:20]2[O:24][C:23]([C:25]([O:27]C)=[O:26])=[CH:22][CH:21]=2)[C:5]([CH3:18])=[CH:6][C:7]=1[O:8][CH2:9][C:10]1[CH:15]=[CH:14][C:13]([F:16])=[CH:12][C:11]=1[F:17].[OH-].[Na+].Cl.C(#N)C.O. Product: [Br:1][C:2]1[C:3](=[O:29])[N:4]([CH2:19][C:20]2[O:24][C:23]([C:25]([OH:27])=[O:26])=[CH:22][CH:21]=2)[C:5]([CH3:18])=[CH:6][C:7]=1[O:8][CH2:9][C:10]1[CH:15]=[CH:14][C:13]([F:16])=[CH:12][C:11]=1[F:17]. (4) Reactant: Cl.[CH2:2]([N:8]1[CH2:13][CH:12]2[CH:10]([C:11]2([C:15]2[CH:16]=[C:17]([C:21](=[NH:25])OCC)[CH:18]=[CH:19][CH:20]=2)[CH3:14])[C:9]1=[O:26])[CH2:3][CH2:4][CH2:5][CH2:6][CH3:7].CO[CH:29](OC)[CH2:30][NH2:31]. Product: [NH3:8].[CH2:2]([N:8]1[CH2:13][CH:12]2[CH:10]([C:11]2([C:15]2[CH:20]=[CH:19][CH:18]=[C:17]([C:21]3[NH:31][CH:30]=[CH:29][N:25]=3)[CH:16]=2)[CH3:14])[C:9]1=[O:26])[CH2:3][CH2:4][CH2:5][CH2:6][CH3:7]. The catalyst class is: 5.